Dataset: Forward reaction prediction with 1.9M reactions from USPTO patents (1976-2016). Task: Predict the product of the given reaction. Given the reactants [Cl:1][C:2]1[CH:3]=[C:4]2[C:9](=[CH:10][C:11]=1[N+:12]([O-])=O)[N:8]=[CH:7][NH:6][C:5]2=[O:15].[NH4+].[Cl-], predict the reaction product. The product is: [Cl:1][C:2]1[CH:3]=[C:4]2[C:9](=[CH:10][C:11]=1[NH2:12])[N:8]=[CH:7][NH:6][C:5]2=[O:15].